This data is from Reaction yield outcomes from USPTO patents with 853,638 reactions. The task is: Predict the reaction yield, written as a fraction of the theoretical maximum amount of product (1.0 means a 100% yield; for example, 0.34 means a 34% yield). (1) The reactants are C([N:8](CC1C=CC=CC=1)[CH2:9][CH:10]([OH:21])[CH2:11][O:12][C:13]1[CH:18]=[CH:17][C:16]([O:19][CH3:20])=[CH:15][CH:14]=1)C1C=CC=CC=1.ClCCl.C(=O)(O)[O-].[Na+].Cl[C:38]([O:40][CH2:41][C:42]1[CH:47]=[CH:46][CH:45]=[CH:44][CH:43]=1)=[O:39]. The catalyst is [Pd].CO.O. The product is [OH:21][CH:10]([CH2:11][O:12][C:13]1[CH:18]=[CH:17][C:16]([O:19][CH3:20])=[CH:15][CH:14]=1)[CH2:9][NH:8][C:38]([O:40][CH2:41][C:42]1[CH:47]=[CH:46][CH:45]=[CH:44][CH:43]=1)=[O:39]. The yield is 0.808. (2) The reactants are [F:1][C:2]1[CH:7]=[CH:6][C:5]([CH:8]([C:10]2[CH:15]=[C:14]([O:16][C:17]([F:22])([F:21])[CH:18]([F:20])[F:19])[CH:13]=[C:12]([F:23])[CH:11]=2)[OH:9])=[CH:4][C:3]=1[O:24][CH3:25]. The catalyst is C(Cl)Cl.[O-2].[O-2].[Mn+4]. The product is [F:1][C:2]1[CH:7]=[CH:6][C:5]([C:8]([C:10]2[CH:15]=[C:14]([O:16][C:17]([F:21])([F:22])[CH:18]([F:20])[F:19])[CH:13]=[C:12]([F:23])[CH:11]=2)=[O:9])=[CH:4][C:3]=1[O:24][CH3:25]. The yield is 0.980. (3) The reactants are [CH:1]1([CH2:4][NH:5][C:6]([C:8]2[CH:13]=[CH:12][CH:11]=[C:10]([C:14]3[C:22]4[C:17](=[CH:18][CH:19]=[C:20]([C:23]5[N:27]=[CH:26][N:25](C(C6C=CC=CC=6)(C6C=CC=CC=6)C6C=CC=CC=6)[N:24]=5)[CH:21]=4)[N:16](C4CCCCO4)[N:15]=3)[CH:9]=2)=[O:7])[CH2:3][CH2:2]1.Cl.C(=O)(O)[O-].[Na+]. The catalyst is O1CCOCC1. The product is [NH:24]1[C:23]([C:20]2[CH:21]=[C:22]3[C:17](=[CH:18][CH:19]=2)[NH:16][N:15]=[C:14]3[C:10]2[CH:9]=[C:8]([C:6]([NH:5][CH2:4][CH:1]3[CH2:3][CH2:2]3)=[O:7])[CH:13]=[CH:12][CH:11]=2)=[N:27][CH:26]=[N:25]1. The yield is 0.540. (4) The reactants are Cl.Cl[C:3]1[N:16]2[C:7](=[N:8][C:9]3[C:14]([C:15]2=[O:17])=[C:13]([F:18])[CH:12]=[CH:11][CH:10]=3)[C:6]2[CH:19]=[CH:20][N:21]([S:22]([C:25]3[CH:30]=[CH:29][C:28]([CH3:31])=[CH:27][CH:26]=3)(=[O:24])=[O:23])[C:5]=2[N:4]=1.[CH3:32][N:33]([CH2:35][C:36]([N:38]1[C:46]2[C:41](=[CH:42][CH:43]=[C:44]([NH2:47])[CH:45]=2)[CH2:40][CH2:39]1)=[O:37])[CH3:34]. The catalyst is O1CCCC1. The product is [CH3:32][N:33]([CH3:34])[CH2:35][C:36]([N:38]1[C:46]2[C:41](=[CH:42][CH:43]=[C:44]([NH:47][C:3]3[N:16]4[C:7](=[N:8][C:9]5[C:14]([C:15]4=[O:17])=[C:13]([F:18])[CH:12]=[CH:11][CH:10]=5)[C:6]4[CH:19]=[CH:20][N:21]([S:22]([C:25]5[CH:30]=[CH:29][C:28]([CH3:31])=[CH:27][CH:26]=5)(=[O:23])=[O:24])[C:5]=4[N:4]=3)[CH:45]=2)[CH2:40][CH2:39]1)=[O:37]. The yield is 0.890.